From a dataset of Full USPTO retrosynthesis dataset with 1.9M reactions from patents (1976-2016). Predict the reactants needed to synthesize the given product. (1) The reactants are: Cl.[CH2:2]([O:9][C:10]1[CH:11]=[C:12]([CH:50]=[CH:51][CH:52]=1)[CH2:13][N:14]1[CH:18]=[C:17]([C:19]2[C:27]3[C:22](=[N:23][CH:24]=[C:25]([C:28]4[CH:29]=[N:30][C:31]([N:34]5[CH2:39][CH2:38][NH:37][CH2:36][CH2:35]5)=[CH:32][CH:33]=4)[CH:26]=3)[N:21]([S:40]([C:43]3[CH:49]=[CH:48][C:46]([CH3:47])=[CH:45][CH:44]=3)(=[O:42])=[O:41])[CH:20]=2)[CH:16]=[N:15]1)[C:3]1[CH:8]=[CH:7][CH:6]=[CH:5][CH:4]=1.[CH3:53][C@H:54]1[CH2:56][O:55]1.CCN(C(C)C)C(C)C. Given the product [CH2:2]([O:9][C:10]1[CH:11]=[C:12]([CH:50]=[CH:51][CH:52]=1)[CH2:13][N:14]1[CH:18]=[C:17]([C:19]2[C:27]3[C:22](=[N:23][CH:24]=[C:25]([C:28]4[CH:33]=[CH:32][C:31]([N:34]5[CH2:35][CH2:36][N:37]([CH2:53][C@@H:54]([OH:55])[CH3:56])[CH2:38][CH2:39]5)=[N:30][CH:29]=4)[CH:26]=3)[N:21]([S:40]([C:43]3[CH:44]=[CH:45][C:46]([CH3:47])=[CH:48][CH:49]=3)(=[O:41])=[O:42])[CH:20]=2)[CH:16]=[N:15]1)[C:3]1[CH:4]=[CH:5][CH:6]=[CH:7][CH:8]=1, predict the reactants needed to synthesize it. (2) The reactants are: [CH2:1]=O.[NH:3]1[CH2:8][CH2:7][CH2:6][CH2:5][CH2:4]1.[CH3:9][O:10][C:11]([C:13]1[CH:14]=[C:15]2[C:19](=[CH:20][CH:21]=1)[NH:18][CH:17]=[CH:16]2)=[O:12]. Given the product [CH3:9][O:10][C:11]([C:13]1[CH:14]=[C:15]2[C:19](=[CH:20][CH:21]=1)[NH:18][CH:17]=[C:16]2[CH2:1][N:3]1[CH2:8][CH2:7][CH2:6][CH2:5][CH2:4]1)=[O:12], predict the reactants needed to synthesize it. (3) The reactants are: Cl.[CH2:2]([O:9][C:10](=[O:16])[C@@H:11]1[CH2:15][CH2:14][CH2:13][NH:12]1)[C:3]1[CH:8]=[CH:7][CH:6]=[CH:5][CH:4]=1.C(N(CC)CC)C.Cl[C:25]([O:27][CH2:28][Cl:29])=[O:26]. Given the product [N:12]1([C:25]([O:27][CH2:28][Cl:29])=[O:26])[CH2:13][CH2:14][CH2:15][C@H:11]1[C:10]([O:9][CH2:2][C:3]1[CH:4]=[CH:5][CH:6]=[CH:7][CH:8]=1)=[O:16], predict the reactants needed to synthesize it. (4) Given the product [CH3:24][N:25]([CH3:31])[C@H:26]1[CH2:30][CH2:29][N:28]([C:2]2[N:7]3[CH:8]=[C:9]([CH2:11][N:12]([CH3:23])[CH:13]4[C:22]5[N:21]=[CH:20][CH:19]=[CH:18][C:17]=5[CH2:16][CH2:15][CH2:14]4)[N:10]=[C:6]3[CH:5]=[CH:4][CH:3]=2)[CH2:27]1, predict the reactants needed to synthesize it. The reactants are: F[C:2]1[N:7]2[CH:8]=[C:9]([CH2:11][N:12]([CH3:23])[CH:13]3[C:22]4[N:21]=[CH:20][CH:19]=[CH:18][C:17]=4[CH2:16][CH2:15][CH2:14]3)[N:10]=[C:6]2[CH:5]=[CH:4][CH:3]=1.[CH3:24][N:25]([CH3:31])[C@H:26]1[CH2:30][CH2:29][NH:28][CH2:27]1. (5) Given the product [CH:12]1([CH2:15][O:16][C:17]2[CH:24]=[CH:23][C:22]([C:25]3[CH:30]=[CH:29][N:28]=[C:27]([NH:31][C:32]4[CH:33]=[N:34][N:35]([CH2:10][CH2:9][O:8][CH3:7])[CH:36]=4)[CH:26]=3)=[CH:21][C:18]=2[C:19]#[N:20])[CH2:14][CH2:13]1, predict the reactants needed to synthesize it. The reactants are: C(=O)([O-])[O-].[Cs+].[Cs+].[CH3:7][O:8][CH2:9][CH2:10]Br.[CH:12]1([CH2:15][O:16][C:17]2[CH:24]=[CH:23][C:22]([C:25]3[CH:30]=[CH:29][N:28]=[C:27]([NH:31][C:32]4[CH:33]=[N:34][NH:35][CH:36]=4)[CH:26]=3)=[CH:21][C:18]=2[C:19]#[N:20])[CH2:14][CH2:13]1.